This data is from Full USPTO retrosynthesis dataset with 1.9M reactions from patents (1976-2016). The task is: Predict the reactants needed to synthesize the given product. (1) Given the product [CH3:13][O:12][C:4]1[CH:5]=[C:6]([N+:9]([O-:11])=[O:10])[CH:7]=[CH:8][C:3]=1[C:1]1[CH:2]=[N:16][NH:15][N:14]=1, predict the reactants needed to synthesize it. The reactants are: [C:1]([C:3]1[CH:8]=[CH:7][C:6]([N+:9]([O-:11])=[O:10])=[CH:5][C:4]=1[O:12][CH3:13])#[CH:2].[N:14]([Si](C)(C)C)=[N+:15]=[N-:16]. (2) Given the product [CH2:14]([O:16][C:17](=[O:21])/[CH:18]=[C:19](/[O:13][C:3]1[C:4]([F:12])=[CH:5][CH:6]=[C:7]([O:8][CH:9]([CH3:11])[CH3:10])[C:2]=1[F:1])\[CH3:20])[CH3:15], predict the reactants needed to synthesize it. The reactants are: [F:1][C:2]1[C:7]([O:8][CH:9]([CH3:11])[CH3:10])=[CH:6][CH:5]=[C:4]([F:12])[C:3]=1[OH:13].[CH2:14]([O:16][C:17](=[O:21])[C:18]#[C:19][CH3:20])[CH3:15].N12CCCN=C1CCCCC2. (3) Given the product [CH2:12]([O:19][C:20]([CH:22]1[CH2:27][CH2:26][CH:25]([CH2:28][C:2]([F:7])([F:1])[C:3]([F:6])([F:5])[F:4])[CH2:24][CH2:23]1)=[O:21])[C:13]1[CH:18]=[CH:17][CH:16]=[CH:15][CH:14]=1, predict the reactants needed to synthesize it. The reactants are: [F:1][C:2]([Si](C)(C)C)([F:7])[C:3]([F:6])([F:5])[F:4].[CH2:12]([O:19][C:20]([CH:22]1[CH2:27][CH2:26][CH:25]([CH2:28]OS(C(F)(F)F)(=O)=O)[CH2:24][CH2:23]1)=[O:21])[C:13]1[CH:18]=[CH:17][CH:16]=[CH:15][CH:14]=1.[F-].C[N+](C)(C)C.O. (4) Given the product [C:1]([OH:9])(=[O:8])[CH:2]([CH2:4][C:5]([OH:7])=[O:6])[OH:3].[C:1]([O-:9])(=[O:8])[CH:2]([CH2:4][C:5]([O-:7])=[O:6])[OH:3], predict the reactants needed to synthesize it. The reactants are: [C:1]([OH:9])(=[O:8])[CH:2]([CH2:4][C:5]([OH:7])=[O:6])[OH:3].[OH-].[Ca+2].[OH-]. (5) The reactants are: CCN(C(C)C)C(C)C.C1C=CC2N(O)N=NC=2C=1.C(OC([NH:27][C@H:28]([C:31]([OH:33])=O)[CH2:29][OH:30])=O)(C)(C)C.CCN=C=NCCCN(C)C.Cl.[Cl:46][C:47]1[CH:48]=[C:49]2[C:53](=[CH:54][CH:55]=1)[NH:52][C:51]([C:56]([NH:58][C@@H:59]1[CH2:67][C:66]3[C:61](=[CH:62][CH:63]=[CH:64][CH:65]=3)[C@H:60]1[NH:68][CH3:69])=[O:57])=[CH:50]2. Given the product [ClH:46].[Cl:46][C:47]1[CH:48]=[C:49]2[C:53](=[CH:54][CH:55]=1)[NH:52][C:51]([C:56]([NH:58][C@@H:59]1[CH2:67][C:66]3[C:61](=[CH:62][CH:63]=[CH:64][CH:65]=3)[C@H:60]1[N:68]([CH3:69])[C:31](=[O:33])[C@H:28]([CH2:29][OH:30])[NH2:27])=[O:57])=[CH:50]2, predict the reactants needed to synthesize it. (6) Given the product [Br:1][C:2]1[CH:7]=[C:6]([CH3:8])[CH:5]=[CH:4][C:3]=1[O:9][CH:11]1[CH2:12][CH2:13][CH2:14][CH2:15][O:10]1, predict the reactants needed to synthesize it. The reactants are: [Br:1][C:2]1[CH:7]=[C:6]([CH3:8])[CH:5]=[CH:4][C:3]=1[OH:9].[O:10]1[CH:15]=[CH:14][CH2:13][CH2:12][CH2:11]1. (7) Given the product [NH2:13][C:10]1[CH:11]=[CH:12][C:7]([S:4]([CH:1]([CH3:3])[CH3:2])(=[O:6])=[O:5])=[C:8]([CH:16]2[CH2:20][CH2:19][CH2:18][N:17]2[C:21]([O:23][C:24]([CH3:27])([CH3:25])[CH3:26])=[O:22])[CH:9]=1, predict the reactants needed to synthesize it. The reactants are: [CH:1]([S:4]([C:7]1[CH:12]=[CH:11][C:10]([N+:13]([O-])=O)=[CH:9][C:8]=1[C:16]1[N:17]([C:21]([O:23][C:24]([CH3:27])([CH3:26])[CH3:25])=[O:22])[CH:18]=[CH:19][CH:20]=1)(=[O:6])=[O:5])([CH3:3])[CH3:2]. (8) Given the product [OH:7][CH2:6][CH2:5][O:4][CH2:3][CH2:2][NH:1][C:13](=[O:14])[O:12][C:9]([CH3:11])([CH3:10])[CH3:8], predict the reactants needed to synthesize it. The reactants are: [NH2:1][CH2:2][CH2:3][O:4][CH2:5][CH2:6][OH:7].[CH3:8][C:9]([O:12][C:13](O[C:13]([O:12][C:9]([CH3:11])([CH3:10])[CH3:8])=[O:14])=[O:14])([CH3:11])[CH3:10]. (9) Given the product [C:1]1([C:7]([CH:9]2[CH2:14][CH2:13][CH2:12][N:11]([CH2:19][C@H:17]([OH:18])[C:16]([F:21])([F:20])[F:15])[CH2:10]2)=[O:8])[CH:2]=[CH:3][CH:4]=[CH:5][CH:6]=1, predict the reactants needed to synthesize it. The reactants are: [C:1]1([C:7]([CH:9]2[CH2:14][CH2:13][CH2:12][NH:11][CH2:10]2)=[O:8])[CH:6]=[CH:5][CH:4]=[CH:3][CH:2]=1.[F:15][C:16]([F:21])([F:20])[C@@H:17]1[CH2:19][O:18]1. (10) Given the product [CH3:25][O:24][C:22]([C:21]1[CH:26]=[CH:27][C:18]([CH:16]([CH3:17])[C:15](=[CH2:28])[C:13]([OH:14])=[O:12])=[CH:19][CH:20]=1)=[O:23], predict the reactants needed to synthesize it. The reactants are: FC(F)(F)C(O)=O.C([O:12][C:13]([C:15](=[CH2:28])[CH:16]([C:18]1[CH:27]=[CH:26][C:21]([C:22]([O:24][CH3:25])=[O:23])=[CH:20][CH:19]=1)[CH3:17])=[O:14])(C)(C)C.